This data is from Full USPTO retrosynthesis dataset with 1.9M reactions from patents (1976-2016). The task is: Predict the reactants needed to synthesize the given product. Given the product [OH:24][CH2:23][CH2:22][CH2:21][CH2:20][N:2]1[CH2:7][CH2:6][CH:5]([C:8]2[NH:9][C:10](=[O:18])[C:11]3[C:16]([CH:17]=2)=[CH:15][CH:14]=[CH:13][CH:12]=3)[CH2:4][CH2:3]1, predict the reactants needed to synthesize it. The reactants are: Cl.[NH:2]1[CH2:7][CH2:6][CH:5]([C:8]2[NH:9][C:10](=[O:18])[C:11]3[C:16]([CH:17]=2)=[CH:15][CH:14]=[CH:13][CH:12]=3)[CH2:4][CH2:3]1.Br[CH2:20][CH2:21][CH2:22][CH2:23][OH:24].